From a dataset of Forward reaction prediction with 1.9M reactions from USPTO patents (1976-2016). Predict the product of the given reaction. Given the reactants [C:1]([O:7][CH2:8][C@H:9]([C:15]1[C:24]([CH3:25])=[CH:23][C:22]2[C:17](=[CH:18][C:19]([Br:26])=[CH:20][CH:21]=2)[C:16]=1[OH:27])[O:10][C:11]([CH3:14])([CH3:13])[CH3:12])(=[O:6])[C:2]([CH3:5])([CH3:4])[CH3:3].CCN(C(C)C)C(C)C.[F:37][C:38]([F:51])([F:50])[S:39](O[S:39]([C:38]([F:51])([F:50])[F:37])(=[O:41])=[O:40])(=[O:41])=[O:40].[NH4+].[Cl-], predict the reaction product. The product is: [C:1]([O:7][CH2:8][C@H:9]([C:15]1[C:24]([CH3:25])=[CH:23][C:22]2[C:17](=[CH:18][C:19]([Br:26])=[CH:20][CH:21]=2)[C:16]=1[O:27][S:39]([C:38]([F:51])([F:50])[F:37])(=[O:41])=[O:40])[O:10][C:11]([CH3:14])([CH3:13])[CH3:12])(=[O:6])[C:2]([CH3:3])([CH3:4])[CH3:5].